Dataset: Full USPTO retrosynthesis dataset with 1.9M reactions from patents (1976-2016). Task: Predict the reactants needed to synthesize the given product. (1) The reactants are: [S:1]1[CH:5]=[CH:4][CH:3]=[C:2]1[CH2:6][C:7]1[O:11][N:10]=[C:9]([C:12]([O:14]CC)=[O:13])[CH:8]=1.C(O)C.[OH-].[Na+]. Given the product [S:1]1[CH:5]=[CH:4][CH:3]=[C:2]1[CH2:6][C:7]1[O:11][N:10]=[C:9]([C:12]([OH:14])=[O:13])[CH:8]=1, predict the reactants needed to synthesize it. (2) Given the product [S:40]1[CH:41]=[C:37]([CH2:36][N:26]([C@@H:27]([CH3:35])[CH:28]([O:29][CH2:30][CH3:31])[O:32][CH2:33][CH3:34])[C:24](=[O:25])[C@@H:23]([NH:22][C:19](=[O:21])[CH2:18][N:2]([CH3:1])[NH:3][C:4]([NH:5][CH2:6][C:7]2[C:16]3[C:11](=[CH:12][CH:13]=[CH:14][CH:15]=3)[CH:10]=[CH:9][CH:8]=2)=[O:17])[CH2:46][C:47]2[CH:48]=[CH:49][C:50]([O:53][C:54]([CH3:55])([CH3:57])[CH3:56])=[CH:51][CH:52]=2)[C:38]2[CH:45]=[CH:44][CH:43]=[CH:42][C:39]1=2, predict the reactants needed to synthesize it. The reactants are: [CH3:1][N:2]([CH2:18][C:19]([OH:21])=O)[NH:3][C:4](=[O:17])[NH:5][CH2:6][C:7]1[C:16]2[C:11](=[CH:12][CH:13]=[CH:14][CH:15]=2)[CH:10]=[CH:9][CH:8]=1.[NH2:22][C@@H:23]([CH2:46][C:47]1[CH:52]=[CH:51][C:50]([O:53][C:54]([CH3:57])([CH3:56])[CH3:55])=[CH:49][CH:48]=1)[C:24]([N:26]([CH2:36][C:37]1[C:38]2[CH:45]=[CH:44][CH:43]=[CH:42][C:39]=2[S:40][CH:41]=1)[C@@H:27]([CH3:35])[CH:28]([O:32][CH2:33][CH3:34])[O:29][CH2:30][CH3:31])=[O:25].